From a dataset of Full USPTO retrosynthesis dataset with 1.9M reactions from patents (1976-2016). Predict the reactants needed to synthesize the given product. Given the product [NH2:18][C:17]1[C:16]2[C:15](=[O:21])[C:14]([C:22]([O:24][CH2:25][CH3:26])=[O:23])=[CH:13][N:6]3[CH2:7][C:8]4([CH2:12][CH2:11][CH2:10]4)[O:9][C:4]([C:5]=23)=[C:3]([F:27])[C:2]=1[F:1], predict the reactants needed to synthesize it. The reactants are: [F:1][C:2]1[C:3]([F:27])=[C:4]2[O:9][C:8]3([CH2:12][CH2:11][CH2:10]3)[CH2:7][N:6]3[CH:13]=[C:14]([C:22]([O:24][CH2:25][CH3:26])=[O:23])[C:15](=[O:21])[C:16]([C:17]=1[N+:18]([O-])=O)=[C:5]23.